Task: Predict the reaction yield, written as a fraction of the theoretical maximum amount of product (1.0 means a 100% yield; for example, 0.34 means a 34% yield).. Dataset: Reaction yield outcomes from USPTO patents with 853,638 reactions (1) The reactants are [Cl:1][C:2]1[CH:3]=[N+:4]([O-:27])[CH:5]=[C:6]([Cl:26])[C:7]=1[CH2:8][C@@H:9]([C:11]1[CH:16]=[CH:15][C:14]([O:17][CH:18]([F:20])[F:19])=[C:13]([O:21][CH2:22][CH:23]2[CH2:25][CH2:24]2)[CH:12]=1)[OH:10].C(OC([N:35]1[CH2:39][CH2:38][CH2:37][C@H:36]1[C:40](O)=[O:41])=O)(C)(C)C.C(Cl)CCl. The catalyst is CN(C1C=CN=CC=1)C.CN(C=O)C. The product is [ClH:1].[Cl:1][C:2]1[CH:3]=[N+:4]([O-:27])[CH:5]=[C:6]([Cl:26])[C:7]=1[CH2:8][C@@H:9]([C:11]1[CH:16]=[CH:15][C:14]([O:17][CH:18]([F:20])[F:19])=[C:13]([O:21][CH2:22][CH:23]2[CH2:25][CH2:24]2)[CH:12]=1)[O:10][C:40]([C@@H:36]1[CH2:37][CH2:38][CH2:39][NH:35]1)=[O:41]. The yield is 0.990. (2) The reactants are [S:1]1[CH:5]=[CH:4][CH:3]=[C:2]1[CH2:6][NH2:7].[C:8]([CH2:12][C:13](Cl)=[O:14])([CH3:11])([CH3:10])[CH3:9].C(O)C(N)(CO)CO. The catalyst is C(Cl)Cl. The product is [CH3:9][C:8]([CH3:11])([CH3:10])[CH2:12][C:13]([NH:7][CH2:6][C:2]1[S:1][CH:5]=[CH:4][CH:3]=1)=[O:14]. The yield is 0.380. (3) The reactants are [Cl:1][C:2]1[C:7]([C:8]2[N:9]=[C:10]([N:20]3[CH2:25][CH2:24][O:23][CH2:22][CH2:21]3)[S:11][C:12]=2[C:13]2[CH:18]=[CH:17][N:16]=[C:15](Cl)[N:14]=2)=[CH:6][CH:5]=[CH:4][C:3]=1[NH:26][S:27]([C:30]1[C:35]([F:36])=[CH:34][CH:33]=[CH:32][C:31]=1[F:37])(=[O:29])=[O:28].C([O-])=O.[NH4+]. The catalyst is CCOC(C)=O.CO.[OH-].[OH-].[Pd+2]. The product is [Cl:1][C:2]1[C:7]([C:8]2[N:9]=[C:10]([N:20]3[CH2:21][CH2:22][O:23][CH2:24][CH2:25]3)[S:11][C:12]=2[C:13]2[CH:18]=[CH:17][N:16]=[CH:15][N:14]=2)=[CH:6][CH:5]=[CH:4][C:3]=1[NH:26][S:27]([C:30]1[C:35]([F:36])=[CH:34][CH:33]=[CH:32][C:31]=1[F:37])(=[O:29])=[O:28]. The yield is 0.297. (4) The reactants are Cl[CH2:2][CH2:3][CH2:4][O:5][C:6]1[CH:11]=[CH:10][C:9]([C:12]([CH:14]2[CH2:16][CH2:15]2)=[O:13])=[CH:8][CH:7]=1.[OH:17][CH:18]1[CH2:22][CH2:21][NH:20][CH2:19]1.C(=O)([O-])[O-].[K+].[K+].[I-].[K+]. The catalyst is CC(=O)CC. The product is [CH:14]1([C:12]([C:9]2[CH:10]=[CH:11][C:6]([O:5][CH2:4][CH2:3][CH2:2][N:20]3[CH2:21][CH2:22][CH:18]([OH:17])[CH2:19]3)=[CH:7][CH:8]=2)=[O:13])[CH2:16][CH2:15]1. The yield is 0.680. (5) The reactants are [NH2:1][CH:2]1[CH2:5][N:4]([C:6]([C:8]2[CH:9]=[C:10]([CH:23]=[CH:24][C:25]=2[F:26])[CH2:11][C:12]2[C:21]3[C:16](=[CH:17][CH:18]=[CH:19][CH:20]=3)[C:15](=[O:22])[NH:14][N:13]=2)=[O:7])[CH2:3]1.[C:27]1(=O)[CH2:30][CH2:29][CH2:28]1.C(O[BH-](OC(=O)C)OC(=O)C)(=O)C.[Na+]. No catalyst specified. The product is [CH:27]1([NH:1][CH:2]2[CH2:3][N:4]([C:6]([C:8]3[CH:9]=[C:10]([CH:23]=[CH:24][C:25]=3[F:26])[CH2:11][C:12]3[C:21]4[C:16](=[CH:17][CH:18]=[CH:19][CH:20]=4)[C:15](=[O:22])[NH:14][N:13]=3)=[O:7])[CH2:5]2)[CH2:30][CH2:29][CH2:28]1. The yield is 0.900. (6) The reactants are [CH:1]1([OH:8])[CH2:6][CH2:5][CH:4]([OH:7])[CH2:3][CH2:2]1.N1C=CC=CC=1.[C:15]1([CH3:25])[CH:20]=[CH:19][C:18]([S:21](Cl)(=[O:23])=[O:22])=[CH:17][CH:16]=1. The catalyst is C(Cl)(Cl)Cl. The product is [OH:7][CH:4]1[CH2:5][CH2:6][CH:1]([O:8][S:21]([C:18]2[CH:19]=[CH:20][C:15]([CH3:25])=[CH:16][CH:17]=2)(=[O:23])=[O:22])[CH2:2][CH2:3]1. The yield is 0.780. (7) The reactants are [Br:1][C:2]1[CH:7]=[CH:6][C:5]([N:8]2[C:13]3[N:14]([CH3:21])[C:15](=[O:20])[C:16]([CH3:19])=[C:17]([OH:18])[C:12]=3[C:11](=[O:22])[N:10]([CH:23]3[CH2:25][CH2:24]3)[C:9]2=[O:26])=[CH:4][CH:3]=1.C(#N)C.[S:30](Cl)([C:33]1[CH:39]=[CH:38][C:36]([CH3:37])=[CH:35][CH:34]=1)(=[O:32])=[O:31]. The catalyst is C(N(CC)CC)C. The product is [Br:1][C:2]1[CH:7]=[CH:6][C:5]([N:8]2[C:13]3[N:14]([CH3:21])[C:15](=[O:20])[C:16]([CH3:19])=[C:17]([O:18][S:30]([C:33]4[CH:39]=[CH:38][C:36]([CH3:37])=[CH:35][CH:34]=4)(=[O:32])=[O:31])[C:12]=3[C:11](=[O:22])[N:10]([CH:23]3[CH2:24][CH2:25]3)[C:9]2=[O:26])=[CH:4][CH:3]=1. The yield is 0.740. (8) The reactants are [CH3:1][O:2][C:3]([NH:5][C@H:6]([C:11]([N:13]1[C@@H:17]([CH3:18])[CH2:16][CH2:15][C@H:14]1[C:19]1[NH:20][C:21]([C:24]2[CH:29]=[C:28]3[CH2:30][O:31][C:32]4[CH:57]=[C:56]5[C:35]([CH2:36][CH2:37][C:38]6[N:42]=[C:41]([C@@H:43]7[CH2:47][CH2:46][C@H:45]([CH3:48])[N:44]7[C:49]([O:51][C:52]([CH3:55])([CH3:54])[CH3:53])=[O:50])[NH:40][C:39]=65)=[CH:34][C:33]=4[C:27]3=[CH:26][CH:25]=2)=[CH:22][N:23]=1)=[O:12])[C@H:7]([CH2:9][CH3:10])[CH3:8])=[O:4]. The catalyst is ClCCl.O=[Mn]=O. The product is [CH3:1][O:2][C:3]([NH:5][C@H:6]([C:11]([N:13]1[C@@H:17]([CH3:18])[CH2:16][CH2:15][C@H:14]1[C:19]1[NH:20][C:21]([C:24]2[CH:29]=[C:28]3[CH2:30][O:31][C:32]4[CH:57]=[C:56]5[C:35]([CH:36]=[CH:37][C:38]6[N:42]=[C:41]([C@@H:43]7[CH2:47][CH2:46][C@H:45]([CH3:48])[N:44]7[C:49]([O:51][C:52]([CH3:53])([CH3:54])[CH3:55])=[O:50])[NH:40][C:39]=65)=[CH:34][C:33]=4[C:27]3=[CH:26][CH:25]=2)=[CH:22][N:23]=1)=[O:12])[C@H:7]([CH2:9][CH3:10])[CH3:8])=[O:4]. The yield is 0.400.